Predict the reaction yield, written as a fraction of the theoretical maximum amount of product (1.0 means a 100% yield; for example, 0.34 means a 34% yield). From a dataset of Reaction yield outcomes from USPTO patents with 853,638 reactions. (1) The reactants are [C:1]([O:5][C:6]([NH:8][C@H:9]1[CH2:14][CH2:13][C@H:12]([CH2:15][CH2:16]OS(C)(=O)=O)[CH2:11][CH2:10]1)=[O:7])([CH3:4])([CH3:3])[CH3:2].C(=O)([O-])[O-].[K+].[K+].[NH:28]1[CH2:32][CH2:31][CH2:30][CH2:29]1.O. The catalyst is C(#N)C. The product is [C:1]([O:5][C:6](=[O:7])[NH:8][C@H:9]1[CH2:14][CH2:13][C@H:12]([CH2:15][CH2:16][N:28]2[CH2:32][CH2:31][CH2:30][CH2:29]2)[CH2:11][CH2:10]1)([CH3:4])([CH3:3])[CH3:2]. The yield is 0.640. (2) The reactants are [Cl:1][C:2]1[CH:3]=[N:4][CH:5]=[C:6]([Cl:9])[C:7]=1[CH3:8].C([N-]C(C)C)(C)C.[Li+].[CH3:18][O:19][C:20]1[CH:21]=[C:22]([CH:26]=[CH:27][C:28]=1[O:29][CH3:30])[C:23](Cl)=[O:24].O. The catalyst is O1CCCC1. The product is [Cl:1][C:2]1[CH:3]=[N:4][CH:5]=[C:6]([Cl:9])[C:7]=1[CH2:8][C:23]([C:22]1[CH:26]=[CH:27][C:28]([O:29][CH3:30])=[C:20]([O:19][CH3:18])[CH:21]=1)=[O:24]. The yield is 0.520. (3) The reactants are [NH2:1][C:2]1[CH:7]=[CH:6][CH:5]=[CH:4][N:3]=1.CCN=C=NCCCN(C)C.Cl.[Cl:20][C:21]([F:26])([F:25])[C:22](O)=[O:23]. The catalyst is ClCCl.CN(C1C=CN=CC=1)C. The product is [Cl:20][C:21]([F:26])([F:25])[C:22]([N:1]=[C:2]1[CH:7]=[CH:6][CH:5]=[CH:4][NH:3]1)=[O:23]. The yield is 0.240. (4) The reactants are [CH2:1]([CH2:15][C:16]([NH:18][CH2:19][CH2:20][CH:21]([S:42][C:43](=[S:59])[CH2:44][CH2:45][CH2:46][CH2:47][CH2:48][CH2:49][CH2:50][CH2:51][CH2:52][CH2:53][CH2:54][CH2:55][CH2:56][CH2:57][CH3:58])[O:22]C(C1C=CC=CC=1)(C1C=CC=CC=1)C1C=CC=CC=1)=[S:17])[CH2:2][CH2:3][CH2:4][CH2:5][CH2:6][CH2:7][CH2:8][CH2:9][CH2:10][CH2:11][CH2:12][CH2:13][CH3:14]. The catalyst is CCOCC.Cl. The product is [CH2:1]([CH2:15][C:16]([NH:18][CH2:19][CH2:20][CH:21]([S:42][C:43](=[S:59])[CH2:44][CH2:45][CH2:46][CH2:47][CH2:48][CH2:49][CH2:50][CH2:51][CH2:52][CH2:53][CH2:54][CH2:55][CH2:56][CH2:57][CH3:58])[OH:22])=[S:17])[CH2:2][CH2:3][CH2:4][CH2:5][CH2:6][CH2:7][CH2:8][CH2:9][CH2:10][CH2:11][CH2:12][CH2:13][CH3:14]. The yield is 0.520. (5) The catalyst is CCCCO. The product is [Cl:1][C:2]1[N:7]=[C:6]([N:8]([CH3:13])[S:9]([CH3:12])(=[O:11])=[O:10])[C:5]([F:14])=[C:4]([NH:22][C:19]2[CH:18]=[C:17]([CH3:16])[NH:21][N:20]=2)[N:3]=1. The reactants are [Cl:1][C:2]1[N:7]=[C:6]([N:8]([CH3:13])[S:9]([CH3:12])(=[O:11])=[O:10])[C:5]([F:14])=[C:4](Cl)[N:3]=1.[CH3:16][C:17]1[NH:21][N:20]=[C:19]([NH2:22])[CH:18]=1.CCN(C(C)C)C(C)C. The yield is 0.950. (6) The reactants are [O:1]1[C:5]2[CH:6]=[CH:7][C:8]([C:10](=O)[CH:11](Br)[C:12]3[CH:17]=[CH:16][CH:15]=[C:14]([CH3:18])[N:13]=3)=[CH:9][C:4]=2[O:3][CH2:2]1.[NH2:21][C:22]1[N:27]=[CH:26][CH:25]=[CH:24][N:23]=1.C(=O)([O-])O.[Na+]. The catalyst is CN(C)C=O.C(OCC)(=O)C.O. The product is [O:1]1[C:5]2[CH:6]=[CH:7][C:8]([C:10]3[N:21]=[C:22]4[N:27]=[CH:26][CH:25]=[CH:24][N:23]4[C:11]=3[C:12]3[CH:17]=[CH:16][CH:15]=[C:14]([CH3:18])[N:13]=3)=[CH:9][C:4]=2[O:3][CH2:2]1. The yield is 0.350. (7) The reactants are [Li]CCCC.[F:6][C:7]([F:17])([F:16])[C:8]1[CH:13]=[CH:12][C:11]([O:14][CH3:15])=[CH:10][CH:9]=1.CON(C)[C:21](=[O:28])[C:22]1[CH:27]=[CH:26][CH:25]=[CH:24][CH:23]=1.Cl. The catalyst is C1COCC1. The product is [CH3:15][O:14][C:11]1[CH:10]=[CH:9][C:8]([C:7]([F:16])([F:17])[F:6])=[CH:13][C:12]=1[C:21]([C:22]1[CH:27]=[CH:26][CH:25]=[CH:24][CH:23]=1)=[O:28]. The yield is 0.570. (8) The reactants are [Br:1][C:2]1[CH:3]=[CH:4][C:5]([F:35])=[C:6]([C@:8]2([CH3:34])[C@H:14]3[C@:12]([C:15]([OH:17])=O)([CH2:13]3)[S:11][C:10]([N:18]([C:27]([O:29][C:30]([CH3:33])([CH3:32])[CH3:31])=[O:28])[CH2:19][O:20][CH2:21][CH2:22][Si:23]([CH3:26])([CH3:25])[CH3:24])=[N:9]2)[CH:7]=1.C(N1C=CN=C1)([N:38]1C=CN=C1)=O.N. The catalyst is C1COCC1. The product is [C:30]([O:29][C:27](=[O:28])[N:18]([C:10]1[S:11][C@:12]2([C:15](=[O:17])[NH2:38])[C@H:14]([C@:8]([C:6]3[CH:7]=[C:2]([Br:1])[CH:3]=[CH:4][C:5]=3[F:35])([CH3:34])[N:9]=1)[CH2:13]2)[CH2:19][O:20][CH2:21][CH2:22][Si:23]([CH3:24])([CH3:26])[CH3:25])([CH3:31])([CH3:33])[CH3:32]. The yield is 0.950.